This data is from Forward reaction prediction with 1.9M reactions from USPTO patents (1976-2016). The task is: Predict the product of the given reaction. (1) Given the reactants [Br:1][C:2]1[CH:3]=[N:4][C:5]2[N:6]([N:8]=[C:9]([C:11]([OH:13])=O)[CH:10]=2)[CH:7]=1.[CH3:14][N:15]1[C:20]2[C:21]([CH3:24])=[CH:22][S:23][C:19]=2[CH2:18][CH2:17][NH:16]1, predict the reaction product. The product is: [Br:1][C:2]1[CH:3]=[N:4][C:5]2[N:6]([N:8]=[C:9]([C:11]([N:16]3[CH2:17][CH2:18][C:19]4[S:23][CH:22]=[C:21]([CH3:24])[C:20]=4[N:15]3[CH3:14])=[O:13])[CH:10]=2)[CH:7]=1. (2) Given the reactants Br[C:2]1[CH:3]=[C:4]([NH:8][C@H:9]([C:12]2[CH:17]=[CH:16][CH:15]=[CH:14][CH:13]=2)[CH2:10][OH:11])[CH:5]=[N:6][CH:7]=1.C(=O)([O-])[O-].[K+].[K+].C[O:25][CH2:26][CH2:27][O:28][CH3:29], predict the reaction product. The product is: [O:25]1[C:26]2[CH:7]=[CH:2][C:3]([C:2]3[CH:3]=[C:4]([NH:8][C@H:9]([C:12]4[CH:17]=[CH:16][CH:15]=[CH:14][CH:13]=4)[CH2:10][OH:11])[CH:5]=[N:6][CH:7]=3)=[CH:4][C:27]=2[O:28][CH2:29]1. (3) Given the reactants [CH:1]1([CH:5]2[N:14]3[C:9](=[CH:10][C:11](=[O:20])[C:12]([C:15]([O:17]CC)=[O:16])=[CH:13]3)[C:8]3[CH:21]=[C:22]([O:31][CH3:32])[C:23]([O:25][CH2:26][CH2:27][CH2:28][O:29][CH3:30])=[CH:24][C:7]=3[CH2:6]2)[CH2:4][CH2:3][CH2:2]1.O[Li].O.Cl, predict the reaction product. The product is: [CH:1]1([CH:5]2[N:14]3[C:9](=[CH:10][C:11](=[O:20])[C:12]([C:15]([OH:17])=[O:16])=[CH:13]3)[C:8]3[CH:21]=[C:22]([O:31][CH3:32])[C:23]([O:25][CH2:26][CH2:27][CH2:28][O:29][CH3:30])=[CH:24][C:7]=3[CH2:6]2)[CH2:2][CH2:3][CH2:4]1. (4) Given the reactants [CH:1]1([NH:4][C:5]2[CH:10]=[CH:9][CH:8]=[CH:7][C:6]=2[NH:11][C:12](=O)[CH:13]([NH:15]C(=O)OC(C)(C)C)[CH3:14])[CH2:3][CH2:2]1.[ClH:24].O1CCOCC1, predict the reaction product. The product is: [ClH:24].[CH:1]1([N:4]2[C:5]3[CH:10]=[CH:9][CH:8]=[CH:7][C:6]=3[N:11]=[C:12]2[CH:13]([NH2:15])[CH3:14])[CH2:3][CH2:2]1. (5) Given the reactants [CH3:1][S:2]([NH:5][C:6]1[CH:11]=[CH:10][C:9](B(O)O)=[CH:8][CH:7]=1)(=[O:4])=[O:3].O1CCN(CC[CH2:23][O:24][C:25]2[CH:34]=[C:33]3[C:28]([C:29]([O:35][C:36]4[CH:41]=[CH:40][C:39](NC(=O)CC5C=CC=CN=5)=[CH:38][C:37]=4[F:52])=[CH:30][CH:31]=[N:32]3)=[CH:27][C:26]=2[O:53][CH3:54])CC1, predict the reaction product. The product is: [CH3:54][O:53][C:26]1[CH:27]=[C:28]2[C:33](=[CH:34][C:25]=1[O:24][CH3:23])[N:32]=[CH:31][CH:30]=[C:29]2[O:35][C:36]1[CH:41]=[CH:40][C:39]([C:9]2[CH:10]=[CH:11][C:6]([NH:5][S:2]([CH3:1])(=[O:4])=[O:3])=[CH:7][CH:8]=2)=[CH:38][C:37]=1[F:52]. (6) Given the reactants C(O[C:9]([N:11]([CH:28]([C:30]1[CH:35]=[C:34]([F:36])[C:33]([S:37]([CH3:40])(=[O:39])=[O:38])=[CH:32][C:31]=1[F:41])[CH3:29])[CH2:12][CH2:13][NH:14][CH:15]1[CH2:20][CH2:19][N:18]([C:21]([O:23][C:24]([CH3:27])([CH3:26])[CH3:25])=[O:22])[CH2:17][CH2:16]1)=[O:10])C1C=CC=CC=1.[H][H].C(N(C(C)C)C(C)C)C.N1(C(N2C=CN=C2)=O)C=CN=C1.C(OC(C)(C)C)=O, predict the reaction product. The product is: [F:41][C:31]1[CH:32]=[C:33]([S:37]([CH3:40])(=[O:38])=[O:39])[C:34]([F:36])=[CH:35][C:30]=1[CH:28]([N:11]1[CH2:12][CH2:13][N:14]([CH:15]2[CH2:20][CH2:19][N:18]([C:21]([O:23][C:24]([CH3:25])([CH3:26])[CH3:27])=[O:22])[CH2:17][CH2:16]2)[C:9]1=[O:10])[CH3:29]. (7) Given the reactants C[O:2][C:3]([C:5]1[C:6]2[CH:7]=[N:8][N:9]([CH2:15][CH3:16])[C:10]=2[CH:11]=[C:12]([Br:14])[CH:13]=1)=[O:4].O[Li].O, predict the reaction product. The product is: [Br:14][C:12]1[CH:13]=[C:5]([C:3]([OH:4])=[O:2])[C:6]2[CH:7]=[N:8][N:9]([CH2:15][CH3:16])[C:10]=2[CH:11]=1. (8) Given the reactants [F:1][C:2]([F:22])([F:21])[C:3]1[CH:4]=[C:5]([CH:18]=[CH:19][CH:20]=1)[O:6][C:7]1[C:16]2[CH:15]=[CH:14][CH:13]=[C:12]([NH2:17])[C:11]=2[CH:10]=[CH:9][N:8]=1.[Cl:23][C:24]1[C:25]([C:38](O)=[O:39])=[N:26][C:27]([CH2:30][NH:31][C:32](=[O:37])[C:33]([CH3:36])([CH3:35])[CH3:34])=[CH:28][CH:29]=1.C(Cl)(=O)C(Cl)=O.CCN(C(C)C)C(C)C, predict the reaction product. The product is: [Cl:23][C:24]1[C:25]([C:38]([NH:17][C:12]2[CH:13]=[CH:14][CH:15]=[C:16]3[C:11]=2[CH:10]=[CH:9][N:8]=[C:7]3[O:6][C:5]2[CH:18]=[CH:19][CH:20]=[C:3]([C:2]([F:1])([F:21])[F:22])[CH:4]=2)=[O:39])=[N:26][C:27]([CH2:30][NH:31][C:32](=[O:37])[C:33]([CH3:36])([CH3:34])[CH3:35])=[CH:28][CH:29]=1. (9) Given the reactants [C:1]1([CH2:7][CH2:8][CH2:9][CH2:10][C:11]([OH:13])=O)[CH:6]=[CH:5][CH:4]=[CH:3][CH:2]=1.C(Cl)(=O)C(Cl)=O.N1C=CC=CC=1.[NH:26]1[CH2:31][CH2:30][O:29][CH2:28][CH2:27]1, predict the reaction product. The product is: [O:29]1[CH2:30][CH2:31][N:26]([C:11](=[O:13])[CH2:10][CH2:9][CH2:8][CH2:7][C:1]2[CH:2]=[CH:3][CH:4]=[CH:5][CH:6]=2)[CH2:27][CH2:28]1. (10) Given the reactants Br[C:2]1[CH:3]=[CH:4][C:5]([C:10]([N:12]2[CH2:17][CH2:16][N:15]([C:18]3[CH:23]=[CH:22][C:21]([CH3:24])=[CH:20][C:19]=3[CH3:25])[CH2:14][CH2:13]2)=[O:11])=[C:6]([CH:9]=1)[C:7]#[N:8].[NH:26]1[CH2:30][CH2:29][CH2:28][C:27]1=[O:31], predict the reaction product. The product is: [CH3:25][C:19]1[CH:20]=[C:21]([CH3:24])[CH:22]=[CH:23][C:18]=1[N:15]1[CH2:16][CH2:17][N:12]([C:10]([C:5]2[CH:4]=[CH:3][C:2]([N:26]3[CH2:30][CH2:29][CH2:28][C:27]3=[O:31])=[CH:9][C:6]=2[C:7]#[N:8])=[O:11])[CH2:13][CH2:14]1.